This data is from Catalyst prediction with 721,799 reactions and 888 catalyst types from USPTO. The task is: Predict which catalyst facilitates the given reaction. (1) Product: [ClH:1].[CH3:36][O:35][C:34]1[C:4]([O:3][CH3:2])=[CH:5][C:6]2[CH2:12][CH2:11][N:10]([C:13](=[O:32])[CH2:14][CH2:15][N:16]([CH2:17][CH:18]3[CH2:25][C:24]4[C:19]3=[CH:20][CH:21]=[C:22]([O:26][CH2:27][C:28]([NH:30][CH3:31])=[O:29])[CH:23]=4)[CH3:39])[CH2:9][CH2:8][C:7]=2[CH:33]=1. The catalyst class is: 10. Reactant: [ClH:1].[CH3:2][O:3][C:4]1[C:34]([O:35][CH3:36])=[CH:33][C:7]2[CH2:8][CH2:9][N:10]([C:13](=[O:32])[CH2:14][CH2:15][NH:16][CH2:17][CH:18]3[CH2:25][C:24]4[C:19]3=[CH:20][CH:21]=[C:22]([O:26][CH2:27][C:28]([NH:30][CH3:31])=[O:29])[CH:23]=4)[CH2:11][CH2:12][C:6]=2[CH:5]=1.C=O.[C:39]([BH3-])#N.[Na+]. (2) Reactant: [CH2:1]([N:8]([CH:14]([CH2:17][OH:18])[CH2:15][OH:16])[C:9](=[O:13])[CH:10](Cl)[CH3:11])[C:2]1[CH:7]=[CH:6][CH:5]=[CH:4][CH:3]=1.CC(C)([O-])C.[K+]. Product: [CH2:1]([N:8]1[CH:14]([CH2:17][OH:18])[CH2:15][O:16][CH:10]([CH3:11])[C:9]1=[O:13])[C:2]1[CH:7]=[CH:6][CH:5]=[CH:4][CH:3]=1. The catalyst class is: 32. (3) Reactant: Cl[C:2]1[N:11]=[C:10]([NH:12][CH:13]2[CH2:18][CH2:17][N:16]([CH2:19][C:20]3[C:25]([O:26][CH3:27])=[CH:24][CH:23]=[CH:22][C:21]=3[N:28]([CH3:30])[CH3:29])[CH2:15][CH2:14]2)[C:9]2[C:4](=[CH:5][CH:6]=[CH:7][CH:8]=2)[N:3]=1.[NH:31]1[CH2:36][CH2:35][CH2:34][CH:33]([C:37]([NH2:39])=[O:38])[CH2:32]1. Product: [CH3:29][N:28]([CH3:30])[C:21]1[CH:22]=[CH:23][CH:24]=[C:25]([O:26][CH3:27])[C:20]=1[CH2:19][N:16]1[CH2:17][CH2:18][CH:13]([NH:12][C:10]2[C:9]3[C:4](=[CH:5][CH:6]=[CH:7][CH:8]=3)[N:3]=[C:2]([N:31]3[CH2:36][CH2:35][CH2:34][CH:33]([C:37]([NH2:39])=[O:38])[CH2:32]3)[N:11]=2)[CH2:14][CH2:15]1. The catalyst class is: 12. (4) Reactant: [NH2:1][C:2]1[S:3][C:4]([C:8]2[CH:13]=[CH:12][C:11]([C:14](=[O:16])[CH3:15])=[CH:10][CH:9]=2)=[C:5]([CH3:7])[N:6]=1.[CH:17]1[N:21]=[CH:20][N:19]([C:22](N2C=NC=C2)=[O:23])[CH:18]=1. Product: [C:14]([C:11]1[CH:12]=[CH:13][C:8]([C:4]2[S:3][C:2]([NH:1][C:22]([N:19]3[CH:18]=[CH:17][N:21]=[CH:20]3)=[O:23])=[N:6][C:5]=2[CH3:7])=[CH:9][CH:10]=1)(=[O:16])[CH3:15]. The catalyst class is: 76. (5) Product: [Cl:16][C:17]1[CH:22]=[CH:21][C:20]([C:2]2[N:7]=[CH:6][C:5]([CH2:8][N:9]3[CH2:13][C@@H:12]([CH3:14])[O:11][C:10]3=[O:15])=[CH:4][CH:3]=2)=[C:19]([F:26])[CH:18]=1. Reactant: Cl[C:2]1[N:7]=[CH:6][C:5]([CH2:8][N:9]2[CH2:13][C@@H:12]([CH3:14])[O:11][C:10]2=[O:15])=[CH:4][CH:3]=1.[Cl:16][C:17]1[CH:22]=[CH:21][C:20](B(O)O)=[C:19]([F:26])[CH:18]=1.C(=O)([O-])[O-].[Na+].[Na+]. The catalyst class is: 8.